Dataset: Reaction yield outcomes from USPTO patents with 853,638 reactions. Task: Predict the reaction yield, written as a fraction of the theoretical maximum amount of product (1.0 means a 100% yield; for example, 0.34 means a 34% yield). (1) The reactants are [Cl:1][C:2]1[C:11]2[C:6](=[C:7]([Cl:12])[CH:8]=[CH:9][CH:10]=2)[C:5]([OH:13])=[CH:4][N:3]=1.[CH2:14]1[CH2:24]CN2C(=NCCC2)C[CH2:15]1.C(Cl)(C)C. No catalyst specified. The product is [Cl:1][C:2]1[C:11]2[C:6](=[C:7]([Cl:12])[CH:8]=[CH:9][CH:10]=2)[C:5]([O:13][CH:14]([CH3:24])[CH3:15])=[CH:4][N:3]=1. The yield is 0.501. (2) The reactants are Cl.[Br:2][C:3]1[CH:9]=[CH:8][C:6]([NH2:7])=[CH:5][C:4]=1[C:10]([F:13])([F:12])[F:11].Cl[C:15](OC(Cl)(Cl)Cl)=[O:16]. The catalyst is C1(C)C=CC=CC=1. The product is [Br:2][C:3]1[CH:9]=[CH:8][C:6]([N:7]=[C:15]=[O:16])=[CH:5][C:4]=1[C:10]([F:11])([F:12])[F:13]. The yield is 0.860. (3) The reactants are [NH2:1][C:2]1[NH:6][N:5]=[C:4]([C:7]2[CH:12]=[CH:11][C:10]([Cl:13])=[CH:9][CH:8]=2)[CH:3]=1.[C:14](O[C:14]([O:16][C:17]([CH3:20])([CH3:19])[CH3:18])=[O:15])([O:16][C:17]([CH3:20])([CH3:19])[CH3:18])=[O:15]. The catalyst is C(Cl)Cl. The product is [C:17]([O:16][C:14]([N:6]1[C:2]([NH2:1])=[CH:3][C:4]([C:7]2[CH:12]=[CH:11][C:10]([Cl:13])=[CH:9][CH:8]=2)=[N:5]1)=[O:15])([CH3:20])([CH3:19])[CH3:18]. The yield is 0.850. (4) The reactants are [CH2:1]([O:3][C:4]([C:6]1[C:10]([CH2:11][CH2:12][CH2:13][N:14]([CH3:16])[CH3:15])=[CH:9][NH:8][C:7]=1[CH3:17])=[O:5])[CH3:2].P(Cl)(Cl)(Cl)=O.CN(C)[CH:25]=[O:26]. No catalyst specified. The product is [CH2:1]([O:3][C:4]([C:6]1[C:10]([CH2:11][CH2:12][CH2:13][N:14]([CH3:16])[CH3:15])=[C:9]([CH:25]=[O:26])[NH:8][C:7]=1[CH3:17])=[O:5])[CH3:2]. The yield is 0.960. (5) The reactants are C[O:2][C:3]([C:5]1[N:6]([CH3:14])[C:7]2[C:12]([CH:13]=1)=[CH:11][CH:10]=[CH:9][CH:8]=2)=[O:4].O[Li].O. The catalyst is C1COCC1.O. The product is [CH3:14][N:6]1[C:7]2[C:12](=[CH:11][CH:10]=[CH:9][CH:8]=2)[CH:13]=[C:5]1[C:3]([OH:4])=[O:2]. The yield is 0.910. (6) The reactants are [CH3:1][S:2]([C:5]1[CH:10]=[CH:9][C:8]([C:11]([C:16]2[NH:27][C:19]3=[N:20][CH:21]=[C:22]([C:24]([OH:26])=[O:25])[CH:23]=[C:18]3[CH:17]=2)=[CH:12][CH:13]([CH3:15])[CH3:14])=[CH:7][CH:6]=1)(=[O:4])=[O:3].[H][H]. The catalyst is [Pd].CO. The product is [CH3:1][S:2]([C:5]1[CH:10]=[CH:9][C:8]([CH:11]([C:16]2[NH:27][C:19]3=[N:20][CH:21]=[C:22]([C:24]([OH:26])=[O:25])[CH:23]=[C:18]3[CH:17]=2)[CH2:12][CH:13]([CH3:15])[CH3:14])=[CH:7][CH:6]=1)(=[O:3])=[O:4]. The yield is 0.730. (7) The reactants are [CH2:1]1[C:5]2([CH2:10][CH2:9][NH:8][CH2:7][CH2:6]2)[CH2:4][CH2:3][N:2]1[C:11]([O:13][C:14]([CH3:17])([CH3:16])[CH3:15])=[O:12].Br[C:19]1[CH:24]=[CH:23][C:22]([C:25]([F:28])([F:27])[F:26])=[CH:21][CH:20]=1.C1C=CC(P(C2C(C3C(P(C4C=CC=CC=4)C4C=CC=CC=4)=CC=C4C=3C=CC=C4)=C3C(C=CC=C3)=CC=2)C2C=CC=CC=2)=CC=1. The catalyst is C1(C)C=CC=CC=1.CC([O-])=O.CC([O-])=O.[Pd+2]. The product is [F:26][C:25]([F:28])([F:27])[C:22]1[CH:23]=[CH:24][C:19]([N:8]2[CH2:7][CH2:6][C:5]3([CH2:1][N:2]([C:11]([O:13][C:14]([CH3:17])([CH3:16])[CH3:15])=[O:12])[CH2:3][CH2:4]3)[CH2:10][CH2:9]2)=[CH:20][CH:21]=1. The yield is 0.370.